This data is from Full USPTO retrosynthesis dataset with 1.9M reactions from patents (1976-2016). The task is: Predict the reactants needed to synthesize the given product. (1) Given the product [C:72]([O:76][C:77](=[O:81])[CH:78]([NH:80][C:20]([CH:15]1[N:14]=[C:13]([C:23]2[C:24](=[O:31])[O:25][C:26]([CH3:30])=[CH:27][C:28]=2[OH:29])[CH2:12][CH:11]([C:4]2[CH:5]=[CH:6][C:7]([O:9][CH3:10])=[CH:8][C:3]=2[O:2][CH3:1])[S:17][C:16]1([CH3:18])[CH3:19])=[O:21])[CH3:79])([CH3:75])([CH3:74])[CH3:73], predict the reactants needed to synthesize it. The reactants are: [CH3:1][O:2][C:3]1[CH:8]=[C:7]([O:9][CH3:10])[CH:6]=[CH:5][C:4]=1[CH:11]1[S:17][C:16]([CH3:19])([CH3:18])[CH:15]([C:20](O)=[O:21])[N:14]=[C:13]([C:23]2[C:24](=[O:31])[O:25][C:26]([CH3:30])=[CH:27][C:28]=2[OH:29])[CH2:12]1.CN1CCOCC1.C1CN([P+](ON2N=NC3C=CC=CC2=3)(N2CCCC2)N2CCCC2)CC1.F[P-](F)(F)(F)(F)F.[C:72]([O:76][C:77](=[O:81])[CH:78]([NH2:80])[CH3:79])([CH3:75])([CH3:74])[CH3:73]. (2) Given the product [Cl:29][C:30]1[CH:31]=[C:32]([CH:33]=[CH:34][C:35]=1[Cl:36])[O:1][C@@H:2]([C:23]1[CH:24]=[CH:25][CH:26]=[CH:27][CH:28]=1)[CH2:3][CH2:4][N:5]1[CH2:10][CH2:9][CH:8]([C:11]2[CH:12]=[C:13]([NH:17][C:18](=[O:22])[CH:19]([CH3:21])[CH3:20])[CH:14]=[CH:15][CH:16]=2)[CH2:7][CH2:6]1, predict the reactants needed to synthesize it. The reactants are: [OH:1][C@H:2]([C:23]1[CH:28]=[CH:27][CH:26]=[CH:25][CH:24]=1)[CH2:3][CH2:4][N:5]1[CH2:10][CH2:9][CH:8]([C:11]2[CH:12]=[C:13]([NH:17][C:18](=[O:22])[CH:19]([CH3:21])[CH3:20])[CH:14]=[CH:15][CH:16]=2)[CH2:7][CH2:6]1.[Cl:29][C:30]1[CH:31]=[C:32](O)[CH:33]=[CH:34][C:35]=1[Cl:36].C1(P(C2C=CC=CC=2)C2C=CC=CC=2)C=CC=CC=1.N(C(OCC)=O)=NC(OCC)=O.N.